From a dataset of Catalyst prediction with 721,799 reactions and 888 catalyst types from USPTO. Predict which catalyst facilitates the given reaction. Reactant: Br[C:2]1[CH:7]=[C:6]([Cl:8])[CH:5]=[C:4]([Cl:9])[CH:3]=1.[Mg].[C:11]([N:18]1[CH2:22][CH2:21][C:20](=[O:23])[CH2:19]1)([O:13][C:14]([CH3:17])([CH3:16])[CH3:15])=[O:12]. Product: [Cl:9][C:4]1[CH:3]=[C:2]([C:20]2([OH:23])[CH2:21][CH2:22][N:18]([C:11]([O:13][C:14]([CH3:16])([CH3:15])[CH3:17])=[O:12])[CH2:19]2)[CH:7]=[C:6]([Cl:8])[CH:5]=1. The catalyst class is: 7.